Dataset: Forward reaction prediction with 1.9M reactions from USPTO patents (1976-2016). Task: Predict the product of the given reaction. (1) The product is: [OH:8][C:6]1[CH:7]=[C:2]2[C:3]([C:9](=[O:17])[C:10]([C:11]3[CH:12]=[CH:13][CH:14]=[CH:15][CH:16]=3)=[C:18]([CH3:19])[O:1]2)=[CH:4][CH:5]=1. Given the reactants [OH:1][C:2]1[CH:7]=[C:6]([OH:8])[CH:5]=[CH:4][C:3]=1[C:9](=[O:17])[CH2:10][C:11]1[CH:16]=[CH:15][CH:14]=[CH:13][CH:12]=1.[C:18](OC(=O)C)(=O)[CH3:19].C(=O)([O-])[O-].[K+].[K+].O, predict the reaction product. (2) Given the reactants C([O:3][P:4]([CH2:9][NH:10][C:11]1[CH:16]=[CH:15][C:14]([C:17]2[CH:22]=[CH:21][CH:20]=[C:19]([S:23]([C:26]3[CH:30]=[C:29]([C:31]([NH:33]C(OC(C)(C)C)=O)=[NH:32])[S:28][C:27]=3[S:41][CH3:42])(=[O:25])=[O:24])[CH:18]=2)=[C:13]([CH3:43])[CH:12]=1)(=[O:8])[O:5]CC)C.I[Si](C)(C)C.Cl.C(O)(C(F)(F)F)=O.C(Cl)Cl, predict the reaction product. The product is: [C:31]([C:29]1[S:28][C:27]([S:41][CH3:42])=[C:26]([S:23]([C:19]2[CH:18]=[C:17]([C:14]3[CH:15]=[CH:16][C:11]([NH:10][CH2:9][P:4](=[O:3])([OH:8])[OH:5])=[CH:12][C:13]=3[CH3:43])[CH:22]=[CH:21][CH:20]=2)(=[O:25])=[O:24])[CH:30]=1)(=[NH:32])[NH2:33]. (3) Given the reactants C(C1C(O[SiH](C)C)=CC(CBr)=CC=1[N:17]1[N:21]=[C:20]2[CH:22]=[CH:23][CH:24]=[CH:25][C:19]2=[N:18]1)(C)(C)C.CN1C(C)(C)CC(O)CC1(C)C.[H-].[Na+], predict the reaction product. The product is: [NH:18]1[C:19]2[CH:25]=[CH:24][CH:23]=[CH:22][C:20]=2[N:21]=[N:17]1.